The task is: Predict the reaction yield, written as a fraction of the theoretical maximum amount of product (1.0 means a 100% yield; for example, 0.34 means a 34% yield).. This data is from Reaction yield outcomes from USPTO patents with 853,638 reactions. (1) The reactants are [CH3:1][O:2][C:3]1[C:12]([CH3:13])=[C:11]2[C:6]([C:7]([O:20][CH:21]3[CH2:38][CH:37]4[N:23]([C:24](=[O:44])[N:25]([CH3:43])[CH2:26][CH2:27][CH2:28][CH2:29][CH:30]=[CH:31][CH:32]5[C:34]([C:40]([OH:42])=O)([NH:35][C:36]4=[O:39])[CH2:33]5)[CH2:22]3)=[N:8][C:9]([C:14]3[CH:19]=[CH:18][N:17]=[CH:16][CH:15]=3)=[N:10]2)=[CH:5][CH:4]=1.CCN=C=NCCCN(C)C.[CH:56]1([S:59]([NH2:62])(=[O:61])=[O:60])[CH2:58][CH2:57]1.C1CCN2C(=NCCC2)CC1. The catalyst is ClCCl. The product is [CH3:1][O:2][C:3]1[C:12]([CH3:13])=[C:11]2[C:6]([C:7]([O:20][CH:21]3[CH2:38][CH:37]4[N:23]([C:24](=[O:44])[N:25]([CH3:43])[CH2:26][CH2:27][CH2:28][CH2:29][CH:30]=[CH:31][CH:32]5[C:34]([C:40]([NH:62][S:59]([CH:56]6[CH2:58][CH2:57]6)(=[O:61])=[O:60])=[O:42])([NH:35][C:36]4=[O:39])[CH2:33]5)[CH2:22]3)=[N:8][C:9]([C:14]3[CH:19]=[CH:18][N:17]=[CH:16][CH:15]=3)=[N:10]2)=[CH:5][CH:4]=1. The yield is 0.730. (2) The product is [OH:9][C:6]1[CH:7]=[CH:8][C:3]2[N:2]=[C:19]([C:18]([O:17][CH3:16])=[O:23])[O:10][C:4]=2[CH:5]=1. The reactants are Cl.[NH2:2][C:3]1[CH:8]=[CH:7][C:6]([OH:9])=[CH:5][C:4]=1[OH:10].C(=O)([O-])O.[Na+].[CH3:16][O:17][C:18](OC)([O:23]C)[C:19](OC)=O. The yield is 0.820. No catalyst specified. (3) The reactants are [F:1][C:2]1([F:16])[O:7][C:6]2[CH:8]=[C:9]([F:13])[C:10]([NH2:12])=[CH:11][C:5]=2[O:4][C:3]1([F:15])[F:14].[N:17]([O-])=O.[Na+].[CH3:21][O:22][CH2:23][C:24](=[O:30])[CH2:25][C:26]([O:28][CH3:29])=[O:27].CC([O-])=O.[Na+]. The catalyst is Cl.O.CCO. The product is [CH3:21][O:22][CH2:23][C:24](=[O:30])[C:25](=[N:17][NH:12][C:10]1[C:9]([F:13])=[CH:8][C:6]2[O:7][C:2]([F:1])([F:16])[C:3]([F:15])([F:14])[O:4][C:5]=2[CH:11]=1)[C:26]([O:28][CH3:29])=[O:27]. The yield is 0.850. (4) The reactants are [C:1]([C:3]1[CH:4]=[C:5]([C:10]2[S:14][C:13]([C:15]3[CH:23]=[CH:22][CH:21]=[C:20]4[C:16]=3[CH2:17][CH2:18][C@@H:19]4[NH:24][C:25](=[O:31])[O:26][C:27]([CH3:30])([CH3:29])[CH3:28])=[N:12][N:11]=2)[CH:6]=[CH:7][C:8]=1F)#[N:2].[CH3:32][CH:33]([CH3:35])[O-:34].[Na+]. The catalyst is CC(O)C. The product is [C:1]([C:3]1[CH:4]=[C:5]([C:10]2[S:14][C:13]([C:15]3[CH:23]=[CH:22][CH:21]=[C:20]4[C:16]=3[CH2:17][CH2:18][C@@H:19]4[NH:24][C:25](=[O:31])[O:26][C:27]([CH3:30])([CH3:29])[CH3:28])=[N:12][N:11]=2)[CH:6]=[CH:7][C:8]=1[O:34][CH:33]([CH3:35])[CH3:32])#[N:2]. The yield is 0.420. (5) The reactants are Cl[C:2]1[C:3]2[CH:10]([CH3:11])[CH2:9][N:8](CC3C=CC(OC)=CC=3)[C:4]=2[N:5]=[CH:6][N:7]=1.[C:21]([N:28]1[CH2:33][CH2:32][NH:31][CH2:30][CH2:29]1)([O:23][C:24]([CH3:27])([CH3:26])[CH3:25])=[O:22].C(O[K])(C)(C)C.C(OCC)(=O)C. The catalyst is CN1C(=O)CCC1. The product is [C:24]([O:23][C:21]([N:28]1[CH2:33][CH2:32][N:31]([C:2]2[C:3]3[CH:10]([CH3:11])[CH2:9][NH:8][C:4]=3[N:5]=[CH:6][N:7]=2)[CH2:30][CH2:29]1)=[O:22])([CH3:27])([CH3:25])[CH3:26]. The yield is 0.360. (6) The reactants are C([O:5][C:6]([C:8]1[C:13]([O:14][CH2:15][C:16]2[CH:21]=[CH:20][CH:19]=[CH:18][CH:17]=2)=[C:12]([OH:22])[N:11]=[C:10]([CH2:23][C:24]2([C:29]3[CH:34]=[CH:33][C:32]([C:35]([F:38])([F:37])[F:36])=[CH:31][CH:30]=3)[CH2:28][CH2:27][CH2:26][CH2:25]2)[N:9]=1)=[O:7])(C)(C)C.O1CCCC1.O.C(OCC)(=O)C. The catalyst is CCCCCC. The product is [CH2:15]([O:14][C:13]1[C:8]([C:6]([OH:7])=[O:5])=[N:9][C:10]([CH2:23][C:24]2([C:29]3[CH:30]=[CH:31][C:32]([C:35]([F:37])([F:38])[F:36])=[CH:33][CH:34]=3)[CH2:28][CH2:27][CH2:26][CH2:25]2)=[N:11][C:12]=1[OH:22])[C:16]1[CH:21]=[CH:20][CH:19]=[CH:18][CH:17]=1. The yield is 0.931. (7) The reactants are P(Cl)(Cl)(Cl)=O.[CH3:6][O:7][CH2:8][CH2:9][CH2:10][C:11]1[N:15]([C:16]2[C:17]([CH3:25])=[C:18]([CH:22]=[CH:23][CH:24]=2)[C:19]([NH2:21])=O)[C:14]([C:26]2[CH:27]=[N:28][C:29]([C:32]3[CH:37]=[CH:36][CH:35]=[CH:34][CH:33]=3)=[CH:30][CH:31]=2)=[N:13][N:12]=1. No catalyst specified. The product is [CH3:6][O:7][CH2:8][CH2:9][CH2:10][C:11]1[N:15]([C:16]2[C:17]([CH3:25])=[C:18]([CH:22]=[CH:23][CH:24]=2)[C:19]#[N:21])[C:14]([C:26]2[CH:27]=[N:28][C:29]([C:32]3[CH:37]=[CH:36][CH:35]=[CH:34][CH:33]=3)=[CH:30][CH:31]=2)=[N:13][N:12]=1. The yield is 0.520. (8) The reactants are [Cl:1][C:2]1[CH:3]=[C:4]([CH:26]=[CH:27][C:28]=1[F:29])[NH:5][C:6]1[C:15]2[C:10](=[CH:11][C:12]([O:24][CH3:25])=[CH:13][C:14]=2[O:16][CH2:17][C@@H:18]2[NH:22][CH2:21][C@@H:20]([OH:23])[CH2:19]2)[N:9]=[CH:8][N:7]=1.[C:30](O)(=[O:32])[CH3:31]. No catalyst specified. The product is [C:30]([N:22]1[C@@H:18]([CH2:17][O:16][C:14]2[CH:13]=[C:12]([O:24][CH3:25])[CH:11]=[C:10]3[C:15]=2[C:6]([NH:5][C:4]2[CH:26]=[CH:27][C:28]([F:29])=[C:2]([Cl:1])[CH:3]=2)=[N:7][CH:8]=[N:9]3)[CH2:19][C@H:20]([OH:23])[CH2:21]1)(=[O:32])[CH3:31]. The yield is 0.590. (9) The reactants are C([O:3][C:4]([C:6]1([NH:15][C:16](=[O:27])[C:17]2[CH:22]=[CH:21][CH:20]=[C:19]([CH3:23])[C:18]=2[CH:24]=[CH:25][CH3:26])[CH2:14][C:13]2[C:8](=[CH:9][CH:10]=[CH:11][CH:12]=2)[CH2:7]1)=[O:5])C.[OH-].[K+].O. The catalyst is CCO. The product is [CH3:23][C:19]1[C:18]([CH:24]=[CH:25][CH3:26])=[C:17]([CH:22]=[CH:21][CH:20]=1)[C:16]([NH:15][C:6]1([C:4]([OH:5])=[O:3])[CH2:14][C:13]2[C:8](=[CH:9][CH:10]=[CH:11][CH:12]=2)[CH2:7]1)=[O:27]. The yield is 1.00.